Task: Predict the reactants needed to synthesize the given product.. Dataset: Full USPTO retrosynthesis dataset with 1.9M reactions from patents (1976-2016) (1) Given the product [CH3:1][O:2][C:3]1[CH:8]=[C:7]([O:9][CH3:10])[CH:6]=[CH:5][C:4]=1[CH2:11][NH:12][C:13]1[N:18]=[CH:17][C:16]([C:19]([OH:21])=[O:20])=[C:15]([O:23][CH3:24])[CH:14]=1, predict the reactants needed to synthesize it. The reactants are: [CH3:1][O:2][C:3]1[CH:8]=[C:7]([O:9][CH3:10])[CH:6]=[CH:5][C:4]=1[CH2:11][NH:12][C:13]1[N:18]=[CH:17][C:16]([C:19]([O:21]C)=[O:20])=[C:15]([O:23][CH3:24])[CH:14]=1.[OH-].[K+]. (2) Given the product [CH3:20][N:22]([CH3:23])[C:11]([C:9]1[S:10][C:5]2[C:4]([N:14]3[CH2:19][CH2:18][O:17][CH2:16][CH2:15]3)=[N:3][C:2]([Cl:1])=[N:7][C:6]=2[CH:8]=1)=[O:13], predict the reactants needed to synthesize it. The reactants are: [Cl:1][C:2]1[N:3]=[C:4]([N:14]2[CH2:19][CH2:18][O:17][CH2:16][CH2:15]2)[C:5]2[S:10][C:9]([C:11]([OH:13])=O)=[CH:8][C:6]=2[N:7]=1.[C:20](N1C=CN=C1)([N:22]1C=CN=[CH:23]1)=O.Cl.CNC.C(N(CC)CC)C. (3) Given the product [NH2:1][C:4]1[CH:5]=[C:6]2[CH2:13][S:12](=[O:15])(=[O:14])[CH2:11][CH2:10][C:7]2=[N:8][CH:9]=1, predict the reactants needed to synthesize it. The reactants are: [N+:1]([C:4]1[CH:5]=[C:6]2[CH2:13][S:12](=[O:15])(=[O:14])[CH2:11][CH2:10][C:7]2=[N:8][CH:9]=1)([O-])=O. (4) Given the product [C:2]([C:7]1[N:8]=[C:9]([CH2:12][N:13]2[CH:17]=[CH:16][C:15]([NH:18][C:31]([C:27]3[N:28]=[CH:29][O:30][C:26]=3[C:22]3[CH:23]=[CH:24][CH:25]=[C:20]([F:19])[CH:21]=3)=[O:32])=[N:14]2)[S:10][CH:11]=1)(=[O:6])[CH3:1], predict the reactants needed to synthesize it. The reactants are: [CH3:1][C:2]1([C:7]2[N:8]=[C:9]([CH2:12][N:13]3[CH:17]=[CH:16][C:15]([NH2:18])=[N:14]3)[S:10][CH:11]=2)[O:6]CCO1.[F:19][C:20]1[CH:21]=[C:22]([C:26]2[O:30][CH:29]=[N:28][C:27]=2[C:31](O)=[O:32])[CH:23]=[CH:24][CH:25]=1. (5) Given the product [C:12]1([C:8]2[CH:7]=[CH:6][C:5]3[C:10](=[CH:11][C:2]([CH:1]=[O:22])=[CH:3][CH:4]=3)[N:9]=2)[CH:17]=[CH:16][CH:15]=[CH:14][CH:13]=1, predict the reactants needed to synthesize it. The reactants are: [CH3:1][C:2]1[CH:11]=[C:10]2[C:5]([CH:6]=[CH:7][CH:8]=[N:9]2)=[CH:4][CH:3]=1.[C:12]1([Li])[CH:17]=[CH:16][CH:15]=[CH:14][CH:13]=1.C1C[O:22]CC1. (6) Given the product [C:28]([N:22]1[C:23]([C:24]([F:27])([F:26])[F:25])=[C:19]([C:17]2[CH:16]=[C:3]3[C:2]([CH:1]4[CH2:7][CH:4]3[CH2:5][CH2:6]4)=[N:34][N:33]=2)[CH:20]=[N:21]1)([CH3:31])([CH3:30])[CH3:29], predict the reactants needed to synthesize it. The reactants are: [CH:1]12[CH2:7][CH:4]([CH2:5][CH2:6]1)[C:3](=O)[C:2]2=O.COP([CH2:16][C:17]([C:19]1[CH:20]=[N:21][N:22]([C:28]([CH3:31])([CH3:30])[CH3:29])[C:23]=1[C:24]([F:27])([F:26])[F:25])=O)(=O)OC.O.[NH2:33][NH2:34]. (7) Given the product [CH2:1]([C:3]1[N:7]=[C:6]([C:8]2[S:12][C:11]([NH:13][C:27](=[O:28])[CH2:26][C:20]3[CH:25]=[CH:24][CH:23]=[CH:22][CH:21]=3)=[N:10][C:9]=2[C:14]2[CH:19]=[CH:18][CH:17]=[CH:16][CH:15]=2)[O:5][N:4]=1)[CH3:2], predict the reactants needed to synthesize it. The reactants are: [CH2:1]([C:3]1[N:7]=[C:6]([C:8]2[S:12][C:11]([NH2:13])=[N:10][C:9]=2[C:14]2[CH:19]=[CH:18][CH:17]=[CH:16][CH:15]=2)[O:5][N:4]=1)[CH3:2].[C:20]1([CH2:26][C:27](Cl)=[O:28])[CH:25]=[CH:24][CH:23]=[CH:22][CH:21]=1. (8) Given the product [NH2:6][O:5][CH2:4][C:3]([NH:21][CH2:18][CH2:19][CH3:20])=[O:2], predict the reactants needed to synthesize it. The reactants are: C[O:2][C:3](=O)[CH2:4][O:5][N:6]1C(=O)C2C(=CC=CC=2)C1=O.[CH2:18]([NH2:21])[CH2:19][CH3:20].